Dataset: Experimentally validated miRNA-target interactions with 360,000+ pairs, plus equal number of negative samples. Task: Binary Classification. Given a miRNA mature sequence and a target amino acid sequence, predict their likelihood of interaction. (1) The miRNA is mmu-miR-669o-3p with sequence ACAUAACAUACACACACACGUAU. The protein sequence of the target gene is MPRSRGGRAAPGQASRWSGWRAPGRLLPLLPALCCLAAAAGAGKPAGADAPFAGQNWLKSYGYLLPYESRASALHSGKALQSAVSTMQQFYGIPVTGVLDQTTIEWMKKPRCGVPDHPHLSRRRRNKRYALTGQKWRQKHITYSIHNYTPKVGELDTRKAIRQAFDVWQKVTPLTFEEVPYHEIKSDRKEADIMIFFASGFHGDSSPFDGEGGFLAHAYFPGPGIGGDTHFDSDEPWTLGNANHDGNDLFLVAVHELGHALGLEHSNDPSAIMAPFYQYMETHNFKLPQDDLQGIQKIYG.... Result: 0 (no interaction). (2) The miRNA is rno-miR-434-3p with sequence UUUGAACCAUCACUCGACUCCU. The protein sequence of the target gene is MDSQRPEPREEEEEEQELRWMELDSEEALGTRTEGPSVVQGWGHLLQAVWRGPAGLVTQLLRQGASVEERDHAGRTPLHLAVLRGHAPLVRLLLQRGAPVGAVDRAGRTALHEAAWHGHSRVAELLLQRGASAAARSGTGLTPLHWAAALGHTLLAARLLEAPGPGPAAAEAEDARGWTAAHWAAAGGRLAVLELLAAGGAGLDGALLVAAAAGRGAALRFLLARGARVDARDGAGATALGLAAALGRSQDIEVLLGHGADPGIRDRHGRSALHRAAARGHLLAVQLLVTQGAEVDARDT.... Result: 0 (no interaction). (3) The miRNA is hsa-miR-4734 with sequence GCUGCGGGCUGCGGUCAGGGCG. The protein sequence of the target gene is MEDAGAAGPGPEPEPEPEPEPEPAPEPEPEPKPGAGTSEAFSRLWTDVMGILDGSLGNIDDLAQQYADYYNTCFSDVCERMEELRKRRVSQDLEVEKPDASPTSLQLRSQIEESLGFCSAVSTPEVERKNPLHKSNSEDSSVGKGDWKKKNKYFWQNFRKNQKGIMRQTSKGEDVGYVASEITMSDEERIQLMMMVKEKMITIEEALARLKEYEAQHRQSAALDPADWPDGSYPTFDGSSNCNSREQSDDETEESVKFKRLHKLVNSTRRVRKKLIRVEEMKKPSTEGGEEHVFENSPVL.... Result: 0 (no interaction). (4) The miRNA is hsa-miR-3689d with sequence GGGAGGUGUGAUCUCACACUCG. The protein sequence of the target gene is MFSLKPPKPTFRSYLLPPPQTDDKINSEPKIKKLEPVLLPGEIVVNEVNFVRKCIATDTSQYDLWGKLICSNFKISFITDDPMPLQKFHYRNLLLGEHDVPLTCIEQIVTVNDHKRKQKVLGPNQKLKFNPTELIIYCKDFRIVRFRFDESGPESAKKVCLAIAHYSQPTDLQLLFAFEYVGKKYHNSANKINGIPSGDGGGGGGGGNGAGGGSSQKTPLFETYSDWDREIKRTGASGWRVCSINEGYMISTCLPEYIVVPSSLADQDLKIFSHSFVGRRMPLWCWSHSNGSALVRMALI.... Result: 1 (interaction). (5) The miRNA is hsa-miR-6835-5p with sequence AGGGGGUAGAAAGUGGCUGAAG. The protein sequence of the target gene is MEPGGDHRSRSGGGRGGPGPAVTSARGRRLPPTAASGGTEPEEDDGGQALQLEGGALGSWGSTPLPSSRARGPASSGRKYSDHCEARASRPGKSRIPGRDHRRYYHDHWRLEYLMDFIPSRHGMVCMVCGSSLATLKLSTIKRHIRQKHPYSLHWSPREKEVISNSWDAHLGLGAGGEAESLGAQGAEEEEEEDEEEEEGANLQACPPKGSGKAPAGGGCRRQRRGVRGGSVAPRRRRLAASRRAGGSRGLGARRLERRLKESLQNWFRAECLMDYDPRGNRLVCMACGRALPSLHLDDI.... Result: 0 (no interaction). (6) The miRNA is hsa-miR-4768-3p with sequence CCAGGAGAUCCAGAGAGAAU. The protein sequence of the target gene is MAPRGRKRKAEAAVVAVAEKREKLANGGEGMEEATVVIEHCTSURVYGRNAAALSQALRLEAPELPVKVNPTKPRRGSFEVTLLRPDGSSAELWTGIKKGPPRKLKFPEPQEVVEELKKYLS. Result: 1 (interaction). (7) The miRNA is hsa-miR-497-5p with sequence CAGCAGCACACUGUGGUUUGU. The protein sequence of the target gene is MMSDEKNLGVSQKLVSPSRSTSSCSSKQGSRQDSWEVVEGLRGEMNYTQEPPVQKGFLLKKRKWPLKGWHKRFFYLDKGILKYAKSQTDIEREKLHGCIDVGLSVMSVKKSSKCIDLDTEEHIYHLKVKSEEVFDEWVSKLRHHRMYRQNEIAMFPHEVNHFFSGSTITDSSSGVFDSISSRKRSSISKQNLFQTGSNVSFSCGGETRVPLWLQSSEDMEKCSKDLAHCHAYLVEMSQLLQSMDVLHRTYSAPAINAIQGGSFESPKKEKRSHRRWRSRAIGKDAKGTLQVPKPFSGPVR.... Result: 1 (interaction). (8) The miRNA is ebv-miR-BART2-5p with sequence UAUUUUCUGCAUUCGCCCUUGC. The protein sequence of the target gene is MDLMNGQASSVTIAATVSEKSSSSESLSEKGSELKKSFDAVVFDVLKVTPEEYAGQITLMDVPVFKAIQPDELSSCGWNKKEKYSSAPNAVAFTRRFNHVSFWVVREILHAQTLKIRAEVLSHYIKTAKKLYELNNLHALMAVVSGLQSAPIFRLTKTWALLSRKDKTTFEKLEYVMSKEDNYKRLRDYISSLKMTPCIPYLGIYLSDLTYIDSAYPSTGSILENEQRSNLMNNILRIISDLQQSCEYDIPILPHVQKYLNSVQYIEELQKFVEDDNYKLSLKIEPGASTPRSAASREDL.... Result: 0 (no interaction). (9) The miRNA is hsa-miR-5186 with sequence AGAGAUUGGUAGAAAUCAGGU. The protein sequence of the target gene is MPPPQGDVTALFLGPPGLGKSALIAALCDKDVETLEAPEGRPDSGVPSLRAAGPGLFLGELSCPPAAPGPWAAEANVLVLVLPGPEGNGEPLAPALGEAALAALARGTPLLAVRNLRPGDSQTAAQARDQTAALLNSAGLGAADLFVLPANCGSSDGCEELERLRAALQSQAEALRRLLPPAQDGFEVLGAAELEAVREAFETGGLEAALSWVRSGLERLGSARLDLAVAGKADVGLVVDMLLGLDPGDPGAAPASVPTAPTPFPAPERPNVVLWTVPLGHTGTATTAAAASHPTHYDAL.... Result: 1 (interaction). (10) The miRNA is hsa-miR-6500-5p with sequence AGGAGCUAUCCACUCCAGGUGUCC. The protein sequence of the target gene is MGMLARVALGLIIIDAVLAAPTTELFNYDSEVYDAILEDTGTFYNYEHIPDNHVENEKVSERLSGNRELLTPGPQLGDNQDEDKDEESTPRLIDGSSPQEPEFPGLLGPHTNEDFPTCLLCTCISTTVYCDDHELDAIPPLPKKTTYFYSRFNRIKKINKNDFASLNDLKRIDLTSNLISEIDEDAFRKLPHLQELVLRDNKIKQLPELPNTLTFIDISNNRLGRKGIKQEAFKDMYDLHHLYITDNSLDHIPLPLPESLRALHLQNNDILEMHEDTFCNVKNLTYVRKALEDIRLDGNP.... Result: 0 (no interaction).